Task: Regression. Given a peptide amino acid sequence and an MHC pseudo amino acid sequence, predict their binding affinity value. This is MHC class II binding data.. Dataset: Peptide-MHC class II binding affinity with 134,281 pairs from IEDB (1) The peptide sequence is SQTTAIPSCPEGT. The MHC is DRB1_1501 with pseudo-sequence DRB1_1501. The binding affinity (normalized) is 0. (2) The peptide sequence is TWYGKPTGAGPKDNG. The MHC is DRB1_1302 with pseudo-sequence DRB1_1302. The binding affinity (normalized) is 0.0455. (3) The peptide sequence is PRGGPGRSYAADAGY. The MHC is DRB1_0701 with pseudo-sequence DRB1_0701. The binding affinity (normalized) is 0.